Dataset: Reaction yield outcomes from USPTO patents with 853,638 reactions. Task: Predict the reaction yield, written as a fraction of the theoretical maximum amount of product (1.0 means a 100% yield; for example, 0.34 means a 34% yield). The reactants are [Cl:1][C:2]1[CH:3]=[C:4]([NH:17][C:18]2[C:27]3[C:22](=[CH:23][CH:24]=[C:25]([N+:28]([O-])=O)[CH:26]=3)[N:21]=[CH:20][N:19]=2)[CH:5]=[CH:6][C:7]=1[O:8][CH2:9][C:10]1[CH:15]=[CH:14][CH:13]=[C:12]([F:16])[CH:11]=1. The catalyst is CCO.[Fe]. The product is [Cl:1][C:2]1[CH:3]=[C:4]([NH:17][C:18]2[C:27]3[C:22](=[CH:23][CH:24]=[C:25]([NH2:28])[CH:26]=3)[N:21]=[CH:20][N:19]=2)[CH:5]=[CH:6][C:7]=1[O:8][CH2:9][C:10]1[CH:15]=[CH:14][CH:13]=[C:12]([F:16])[CH:11]=1. The yield is 0.868.